From a dataset of NCI-60 drug combinations with 297,098 pairs across 59 cell lines. Regression. Given two drug SMILES strings and cell line genomic features, predict the synergy score measuring deviation from expected non-interaction effect. (1) Drug 1: CC1C(C(CC(O1)OC2CC(CC3=C2C(=C4C(=C3O)C(=O)C5=C(C4=O)C(=CC=C5)OC)O)(C(=O)C)O)N)O.Cl. Drug 2: CC1=CC=C(C=C1)C2=CC(=NN2C3=CC=C(C=C3)S(=O)(=O)N)C(F)(F)F. Cell line: HL-60(TB). Synergy scores: CSS=47.7, Synergy_ZIP=10.7, Synergy_Bliss=9.75, Synergy_Loewe=-48.8, Synergy_HSA=9.56. (2) Drug 1: CCCCC(=O)OCC(=O)C1(CC(C2=C(C1)C(=C3C(=C2O)C(=O)C4=C(C3=O)C=CC=C4OC)O)OC5CC(C(C(O5)C)O)NC(=O)C(F)(F)F)O. Drug 2: CS(=O)(=O)OCCCCOS(=O)(=O)C. Cell line: SR. Synergy scores: CSS=70.5, Synergy_ZIP=-4.10, Synergy_Bliss=-5.88, Synergy_Loewe=-5.97, Synergy_HSA=-2.91. (3) Drug 1: CC(CN1CC(=O)NC(=O)C1)N2CC(=O)NC(=O)C2. Drug 2: CCC1(CC2CC(C3=C(CCN(C2)C1)C4=CC=CC=C4N3)(C5=C(C=C6C(=C5)C78CCN9C7C(C=CC9)(C(C(C8N6C=O)(C(=O)OC)O)OC(=O)C)CC)OC)C(=O)OC)O.OS(=O)(=O)O. Cell line: SW-620. Synergy scores: CSS=48.7, Synergy_ZIP=-8.01, Synergy_Bliss=0.829, Synergy_Loewe=2.61, Synergy_HSA=3.88. (4) Drug 1: COC1=C(C=C2C(=C1)N=CN=C2NC3=CC(=C(C=C3)F)Cl)OCCCN4CCOCC4. Drug 2: CN1C2=C(C=C(C=C2)N(CCCl)CCCl)N=C1CCCC(=O)O.Cl. Cell line: SNB-75. Synergy scores: CSS=27.0, Synergy_ZIP=-7.97, Synergy_Bliss=1.61, Synergy_Loewe=-20.0, Synergy_HSA=1.90. (5) Drug 1: CCCCC(=O)OCC(=O)C1(CC(C2=C(C1)C(=C3C(=C2O)C(=O)C4=C(C3=O)C=CC=C4OC)O)OC5CC(C(C(O5)C)O)NC(=O)C(F)(F)F)O. Drug 2: CN(CCCl)CCCl.Cl. Cell line: SF-268. Synergy scores: CSS=31.7, Synergy_ZIP=-0.0257, Synergy_Bliss=5.18, Synergy_Loewe=-0.105, Synergy_HSA=3.16. (6) Drug 1: CCCS(=O)(=O)NC1=C(C(=C(C=C1)F)C(=O)C2=CNC3=C2C=C(C=N3)C4=CC=C(C=C4)Cl)F. Drug 2: C1C(C(OC1N2C=NC(=NC2=O)N)CO)O. Cell line: COLO 205. Synergy scores: CSS=51.6, Synergy_ZIP=0.931, Synergy_Bliss=1.22, Synergy_Loewe=-7.64, Synergy_HSA=4.05. (7) Drug 1: C1=NC2=C(N1)C(=S)N=C(N2)N. Drug 2: CN(CC1=CN=C2C(=N1)C(=NC(=N2)N)N)C3=CC=C(C=C3)C(=O)NC(CCC(=O)O)C(=O)O. Cell line: IGROV1. Synergy scores: CSS=42.7, Synergy_ZIP=-11.6, Synergy_Bliss=-4.97, Synergy_Loewe=-8.21, Synergy_HSA=-0.750.